Regression. Given two drug SMILES strings and cell line genomic features, predict the synergy score measuring deviation from expected non-interaction effect. From a dataset of NCI-60 drug combinations with 297,098 pairs across 59 cell lines. (1) Drug 1: CN1C2=C(C=C(C=C2)N(CCCl)CCCl)N=C1CCCC(=O)O.Cl. Drug 2: C1C(C(OC1N2C=NC3=C2NC=NCC3O)CO)O. Cell line: SK-MEL-5. Synergy scores: CSS=7.72, Synergy_ZIP=-3.38, Synergy_Bliss=-2.62, Synergy_Loewe=0.297, Synergy_HSA=-1.80. (2) Drug 1: CNC(=O)C1=CC=CC=C1SC2=CC3=C(C=C2)C(=NN3)C=CC4=CC=CC=N4. Drug 2: C1CN(P(=O)(OC1)NCCCl)CCCl. Cell line: SN12C. Synergy scores: CSS=5.87, Synergy_ZIP=-1.53, Synergy_Bliss=2.39, Synergy_Loewe=-21.1, Synergy_HSA=1.96. (3) Drug 1: C1=CC(=CC=C1CCC2=CNC3=C2C(=O)NC(=N3)N)C(=O)NC(CCC(=O)O)C(=O)O. Drug 2: CC1=C(C(=CC=C1)Cl)NC(=O)C2=CN=C(S2)NC3=CC(=NC(=N3)C)N4CCN(CC4)CCO. Cell line: SR. Synergy scores: CSS=7.46, Synergy_ZIP=-2.23, Synergy_Bliss=-5.04, Synergy_Loewe=-3.40, Synergy_HSA=-4.42. (4) Drug 1: C1CCN(CC1)CCOC2=CC=C(C=C2)C(=O)C3=C(SC4=C3C=CC(=C4)O)C5=CC=C(C=C5)O. Drug 2: CCC1=CC2CC(C3=C(CN(C2)C1)C4=CC=CC=C4N3)(C5=C(C=C6C(=C5)C78CCN9C7C(C=CC9)(C(C(C8N6C)(C(=O)OC)O)OC(=O)C)CC)OC)C(=O)OC.C(C(C(=O)O)O)(C(=O)O)O. Cell line: HT29. Synergy scores: CSS=30.9, Synergy_ZIP=-3.03, Synergy_Bliss=-7.86, Synergy_Loewe=-32.3, Synergy_HSA=-9.07. (5) Drug 1: C1=NC2=C(N=C(N=C2N1C3C(C(C(O3)CO)O)F)Cl)N. Drug 2: CC1=C(C(=O)C2=C(C1=O)N3CC4C(C3(C2COC(=O)N)OC)N4)N. Cell line: UO-31. Synergy scores: CSS=19.6, Synergy_ZIP=-4.78, Synergy_Bliss=-0.216, Synergy_Loewe=-3.26, Synergy_HSA=-1.25. (6) Drug 1: C1=CC(=CC=C1CCC2=CNC3=C2C(=O)NC(=N3)N)C(=O)NC(CCC(=O)O)C(=O)O. Drug 2: CC1=C2C(C(=O)C3(C(CC4C(C3C(C(C2(C)C)(CC1OC(=O)C(C(C5=CC=CC=C5)NC(=O)C6=CC=CC=C6)O)O)OC(=O)C7=CC=CC=C7)(CO4)OC(=O)C)O)C)OC(=O)C. Cell line: HT29. Synergy scores: CSS=38.4, Synergy_ZIP=-7.89, Synergy_Bliss=-11.7, Synergy_Loewe=-8.53, Synergy_HSA=-5.70. (7) Drug 1: C1CN1C2=NC(=NC(=N2)N3CC3)N4CC4. Drug 2: CN(C(=O)NC(C=O)C(C(C(CO)O)O)O)N=O. Cell line: OVCAR3. Synergy scores: CSS=27.5, Synergy_ZIP=-2.07, Synergy_Bliss=10.3, Synergy_Loewe=-35.9, Synergy_HSA=3.05.